This data is from Catalyst prediction with 721,799 reactions and 888 catalyst types from USPTO. The task is: Predict which catalyst facilitates the given reaction. (1) Reactant: [Br-].[CH2:2]([O:4][C:5](=[O:9])[CH2:6][CH2:7][Zn+])[CH3:3].Br[C:11]1[CH:16]=[CH:15][C:14]([F:17])=[CH:13][N:12]=1.C1(C)C=CC=CC=1. Product: [CH2:2]([O:4][C:5](=[O:9])[CH2:6][CH2:7][C:11]1[CH:16]=[CH:15][C:14]([F:17])=[CH:13][N:12]=1)[CH3:3]. The catalyst class is: 602. (2) Reactant: Cl.[O:2]([NH2:4])[CH3:3].N1C=CC=CC=1.[C:11](Cl)(=[O:22])[O:12][C:13]1[CH:18]=[CH:17][C:16]([N+:19]([O-:21])=[O:20])=[CH:15][CH:14]=1. Product: [CH3:3][O:2][NH:4][C:11](=[O:22])[O:12][C:13]1[CH:14]=[CH:15][C:16]([N+:19]([O-:21])=[O:20])=[CH:17][CH:18]=1. The catalyst class is: 4. (3) Reactant: Br[C:2]1[CH2:6][CH:5]([C:7]2[N:8]=[N:9][N:10]([CH2:12][C:13]([O:15][C:16]([CH3:19])([CH3:18])[CH3:17])=[O:14])[N:11]=2)[O:4][N:3]=1.Cl.[Cl:21][C:22]1[CH:27]=[CH:26][CH:25]=[CH:24][C:23]=1[C:28]([CH:30]1[CH2:35][CH2:34][NH:33][CH2:32][CH2:31]1)=[O:29].C(=O)(O)[O-].[Na+].C(O)(C)(C)C. Product: [Cl:21][C:22]1[CH:27]=[CH:26][CH:25]=[CH:24][C:23]=1[C:28]([CH:30]1[CH2:31][CH2:32][N:33]([C:2]2[CH2:6][CH:5]([C:7]3[N:8]=[N:9][N:10]([CH2:12][C:13]([O:15][C:16]([CH3:19])([CH3:18])[CH3:17])=[O:14])[N:11]=3)[O:4][N:3]=2)[CH2:34][CH2:35]1)=[O:29]. The catalyst class is: 6. (4) Reactant: [C:1]1([OH:9])[CH:8]=[C:6]([CH3:7])[CH:5]=[C:3]([OH:4])[CH:2]=1.C(=O)([O-])[O-].[K+].[K+].[CH2:16](Br)[C:17]1[CH:22]=[CH:21][CH:20]=[CH:19][CH:18]=1. The catalyst class is: 3. Product: [CH2:16]([O:4][C:3]1[CH:2]=[C:1]([OH:9])[CH:8]=[C:6]([CH3:7])[CH:5]=1)[C:17]1[CH:22]=[CH:21][CH:20]=[CH:19][CH:18]=1.